Dataset: Forward reaction prediction with 1.9M reactions from USPTO patents (1976-2016). Task: Predict the product of the given reaction. Given the reactants [Br:1][C:2]1[CH:3]=[C:4]2[C:9](=[CH:10][CH:11]=1)[C:8](=O)[NH:7][N:6]=[CH:5]2.P(Cl)(Cl)([Cl:15])=O.C(N(C(C)C)CC)(C)C, predict the reaction product. The product is: [Br:1][C:2]1[CH:3]=[C:4]2[C:9](=[CH:10][CH:11]=1)[C:8]([Cl:15])=[N:7][N:6]=[CH:5]2.